Dataset: NCI-60 drug combinations with 297,098 pairs across 59 cell lines. Task: Regression. Given two drug SMILES strings and cell line genomic features, predict the synergy score measuring deviation from expected non-interaction effect. Drug 1: CS(=O)(=O)C1=CC(=C(C=C1)C(=O)NC2=CC(=C(C=C2)Cl)C3=CC=CC=N3)Cl. Drug 2: CCC1(CC2CC(C3=C(CCN(C2)C1)C4=CC=CC=C4N3)(C5=C(C=C6C(=C5)C78CCN9C7C(C=CC9)(C(C(C8N6C)(C(=O)OC)O)OC(=O)C)CC)OC)C(=O)OC)O.OS(=O)(=O)O. Cell line: MALME-3M. Synergy scores: CSS=39.3, Synergy_ZIP=9.81, Synergy_Bliss=12.2, Synergy_Loewe=-12.0, Synergy_HSA=11.0.